The task is: Predict which catalyst facilitates the given reaction.. This data is from Catalyst prediction with 721,799 reactions and 888 catalyst types from USPTO. (1) Reactant: [CH3:1][O:2][C:3]1[CH:4]=[C:5]([CH:25]=[C:26]([CH3:28])[CH:27]=1)[O:6][C:7]1[CH:8]=[CH:9][C:10]([N+:22]([O-])=O)=[C:11]([CH2:13][NH:14][C:15](=[O:21])[O:16][C:17]([CH3:20])([CH3:19])[CH3:18])[CH:12]=1.[Cl-].[NH4+].C(O)C. Product: [NH2:22][C:10]1[CH:9]=[CH:8][C:7]([O:6][C:5]2[CH:25]=[C:26]([CH3:28])[CH:27]=[C:3]([O:2][CH3:1])[CH:4]=2)=[CH:12][C:11]=1[CH2:13][NH:14][C:15](=[O:21])[O:16][C:17]([CH3:19])([CH3:18])[CH3:20]. The catalyst class is: 150. (2) Reactant: N(C(OCC)=O)=NC(OCC)=O.[OH:13][CH2:14][CH2:15][N:16]1[CH2:21][CH2:20][N:19]([C:22]([O:24][C:25]([CH3:28])([CH3:27])[CH3:26])=[O:23])[CH2:18][CH2:17]1.[Br:29][C:30]1[CH:35]=[CH:34][C:33](O)=[CH:32][CH:31]=1.C1(P(C2C=CC=CC=2)C2C=CC=CC=2)C=CC=CC=1. Product: [Br:29][C:30]1[CH:35]=[CH:34][C:33]([O:13][CH2:14][CH2:15][N:16]2[CH2:21][CH2:20][N:19]([C:22]([O:24][C:25]([CH3:28])([CH3:27])[CH3:26])=[O:23])[CH2:18][CH2:17]2)=[CH:32][CH:31]=1. The catalyst class is: 7. (3) Reactant: [O:1]1[C:5]2[CH:6]=[CH:7][C:8]([C:10]([OH:12])=[O:11])=[CH:9][C:4]=2[O:3][CH2:2]1.[C:13]1(C)C=CC(S(O)(=O)=O)=CC=1. Product: [O:1]1[C:5]2[CH:6]=[CH:7][C:8]([C:10]([O:12][CH3:13])=[O:11])=[CH:9][C:4]=2[O:3][CH2:2]1. The catalyst class is: 5.